From a dataset of Reaction yield outcomes from USPTO patents with 853,638 reactions. Predict the reaction yield, written as a fraction of the theoretical maximum amount of product (1.0 means a 100% yield; for example, 0.34 means a 34% yield). (1) The reactants are [F:1][C:2]1[C:10]2[O:9][C:8]([C:11]3([OH:24])[CH2:16][CH2:15][N:14]([C:17]([O:19][C:20]([CH3:23])([CH3:22])[CH3:21])=[O:18])[CH2:13][CH2:12]3)=[CH:7][C:6]=2[CH:5]=[CH:4][CH:3]=1. The catalyst is CCO.[Pd]. The product is [F:1][C:2]1[C:10]2[O:9][CH:8]([C:11]3([OH:24])[CH2:16][CH2:15][N:14]([C:17]([O:19][C:20]([CH3:22])([CH3:21])[CH3:23])=[O:18])[CH2:13][CH2:12]3)[CH2:7][C:6]=2[CH:5]=[CH:4][CH:3]=1. The yield is 0.770. (2) The product is [NH2:22][C:21]1[NH:23][C:7](=[O:8])[C:6]2[CH:5]=[C:4]([C:12]3[CH:17]=[CH:16][C:15]([F:18])=[CH:14][CH:13]=3)[S:3][C:2]=2[N:1]=1. The reactants are [NH2:1][C:2]1[S:3][C:4]([C:12]2[CH:17]=[CH:16][C:15]([F:18])=[CH:14][CH:13]=2)=[CH:5][C:6]=1[C:7](OCC)=[O:8].Cl.Cl[C:21]([NH2:23])=[NH:22].CS(C)(=O)=O.[OH-].[NH4+]. The yield is 0.950. The catalyst is O. (3) The reactants are [CH2:1]([O:3][C:4]([C@H:6]1[CH2:11][CH2:10][CH2:9][NH:8][C@H:7]1[C:12]1[CH:17]=[CH:16][C:15]([NH:18][C:19]([O:21][C:22]([CH3:25])([CH3:24])[CH3:23])=[O:20])=[CH:14][CH:13]=1)=[O:5])[CH3:2].CCN(CC)CC.[CH3:33][C:34]1[CH:42]=[CH:41][CH:40]=[CH:39][C:35]=1[C:36](Cl)=[O:37]. The catalyst is C(Cl)Cl. The product is [CH2:1]([O:3][C:4]([C@H:6]1[CH2:11][CH2:10][CH2:9][N:8]([C:36](=[O:37])[C:35]2[CH:39]=[CH:40][CH:41]=[CH:42][C:34]=2[CH3:33])[C@H:7]1[C:12]1[CH:13]=[CH:14][C:15]([NH:18][C:19]([O:21][C:22]([CH3:24])([CH3:23])[CH3:25])=[O:20])=[CH:16][CH:17]=1)=[O:5])[CH3:2]. The yield is 1.00. (4) The reactants are [CH3:1][C:2]([CH3:23])([CH2:20][CH2:21][CH3:22])[CH2:3][CH2:4][C:5]([N:7]1[CH:11]([CH3:12])[CH:10]([C:13]2[CH:18]=[CH:17][CH:16]=[CH:15][CH:14]=2)[O:9][C:8]1=[O:19])=[O:6].C[Si]([N-][Si](C)(C)C)(C)C.[Na+].[C:34]([O:38][C:39](=[O:42])[CH2:40]Br)([CH3:37])([CH3:36])[CH3:35]. No catalyst specified. The product is [C:34]([O:38][C:39](=[O:42])[CH2:40][C@@H:4]([C:5]([N:7]1[C@@H:11]([CH3:12])[C@@H:10]([C:13]2[CH:14]=[CH:15][CH:16]=[CH:17][CH:18]=2)[O:9][C:8]1=[O:19])=[O:6])[CH2:3][C:2]([CH3:1])([CH3:23])[CH2:20][CH2:21][CH3:22])([CH3:37])([CH3:36])[CH3:35]. The yield is 0.493. (5) The reactants are [N:1]1([C:7]2[CH:12]=[CH:11][C:10]([NH:13][C:14]([C:16]3[NH:17][C:18]4[C:23]([C:24](=[O:26])[CH:25]=3)=[CH:22][C:21]([O:27][CH3:28])=[CH:20][C:19]=4[Br:29])=[O:15])=[CH:9][CH:8]=2)[CH2:6][CH2:5][O:4][CH2:3][CH2:2]1.[H-].[Na+].[CH3:32][Si:33]([CH3:40])([CH3:39])[CH2:34][CH2:35][O:36][CH2:37]Cl.O. The catalyst is CN1CCCC1=O.CO. The product is [N:1]1([C:7]2[CH:12]=[CH:11][C:10]([NH:13][C:14]([C:16]3[CH:25]=[C:24]([O:26][CH2:37][O:36][CH2:35][CH2:34][Si:33]([CH3:40])([CH3:39])[CH3:32])[C:23]4[C:18](=[C:19]([Br:29])[CH:20]=[C:21]([O:27][CH3:28])[CH:22]=4)[N:17]=3)=[O:15])=[CH:9][CH:8]=2)[CH2:6][CH2:5][O:4][CH2:3][CH2:2]1. The yield is 0.800.